From a dataset of Cav3 T-type calcium channel HTS with 100,875 compounds. Binary Classification. Given a drug SMILES string, predict its activity (active/inactive) in a high-throughput screening assay against a specified biological target. (1) The drug is S=c1n(CCC)c(n[nH]1)Cc1ccccc1. The result is 0 (inactive). (2) The molecule is s1c(NC(=O)CCc2ccccc2)nnc1COCC. The result is 0 (inactive). (3) The drug is O(C(=O)C1CCN(CC1)C(=O)Cc1ccc(cc1)C)C. The result is 0 (inactive). (4) The result is 0 (inactive). The drug is S1(=O)(=O)CC(N(Cc2occc2)C(=O)c2c(OCC)cccc2)CC1. (5) The drug is o1c2c(nc(nc2Oc2ccccc2)C)c2c1cccc2. The result is 0 (inactive). (6) The compound is O=C1N(C(C2C1C(CC=C2)C)c1c(OC)ccc(c1)c1ccc(OC)cc1)Cc1ccccc1. The result is 0 (inactive). (7) The drug is o1nc(C(=O)NCCCn2ccnc2)cc1c1cc(OC)ccc1. The result is 0 (inactive).